This data is from Full USPTO retrosynthesis dataset with 1.9M reactions from patents (1976-2016). The task is: Predict the reactants needed to synthesize the given product. Given the product [CH2:3]([N:10]1[CH:11]2[CH2:18][CH2:17][CH2:16][CH:15]1[CH2:14][CH:13]([OH:19])[CH2:12]2)[C:4]1[CH:5]=[CH:6][CH:7]=[CH:8][CH:9]=1, predict the reactants needed to synthesize it. The reactants are: [AlH4-].[Li+].[CH2:3]([N:10]1[CH:15]2[CH2:16][CH2:17][CH2:18][CH:11]1[CH2:12][C:13](=[O:19])[CH2:14]2)[C:4]1[CH:9]=[CH:8][CH:7]=[CH:6][CH:5]=1.O.[OH-].[Na+].